From a dataset of Peptide-MHC class I binding affinity with 185,985 pairs from IEDB/IMGT. Regression. Given a peptide amino acid sequence and an MHC pseudo amino acid sequence, predict their binding affinity value. This is MHC class I binding data. (1) The peptide sequence is AIMMILSTI. The MHC is HLA-A32:01 with pseudo-sequence HLA-A32:01. The binding affinity (normalized) is 0.917. (2) The peptide sequence is AVFKNSFLGK. The MHC is HLA-A02:02 with pseudo-sequence HLA-A02:02. The binding affinity (normalized) is 0.332. (3) The peptide sequence is RVRPKKEVL. The MHC is HLA-B35:01 with pseudo-sequence HLA-B35:01. The binding affinity (normalized) is 0.0847. (4) The peptide sequence is VILKVGTDI. The MHC is Mamu-B08 with pseudo-sequence Mamu-B08. The binding affinity (normalized) is 0. (5) The peptide sequence is CTWPEASRY. The MHC is HLA-A68:02 with pseudo-sequence HLA-A68:02. The binding affinity (normalized) is 0.0847. (6) The peptide sequence is HPRARSMSS. The MHC is HLA-B18:01 with pseudo-sequence HLA-B18:01. The binding affinity (normalized) is 0.0847.